This data is from NCI-60 drug combinations with 297,098 pairs across 59 cell lines. The task is: Regression. Given two drug SMILES strings and cell line genomic features, predict the synergy score measuring deviation from expected non-interaction effect. (1) Drug 1: CN1CCC(CC1)COC2=C(C=C3C(=C2)N=CN=C3NC4=C(C=C(C=C4)Br)F)OC. Drug 2: CC1CCC2CC(C(=CC=CC=CC(CC(C(=O)C(C(C(=CC(C(=O)CC(OC(=O)C3CCCCN3C(=O)C(=O)C1(O2)O)C(C)CC4CCC(C(C4)OC)OCCO)C)C)O)OC)C)C)C)OC. Cell line: MDA-MB-435. Synergy scores: CSS=12.4, Synergy_ZIP=4.12, Synergy_Bliss=5.35, Synergy_Loewe=-7.18, Synergy_HSA=2.67. (2) Drug 1: COC1=CC(=CC(=C1O)OC)C2C3C(COC3=O)C(C4=CC5=C(C=C24)OCO5)OC6C(C(C7C(O6)COC(O7)C8=CC=CS8)O)O. Drug 2: CC1=C(C=C(C=C1)NC(=O)C2=CC=C(C=C2)CN3CCN(CC3)C)NC4=NC=CC(=N4)C5=CN=CC=C5. Cell line: NCIH23. Synergy scores: CSS=58.3, Synergy_ZIP=5.77, Synergy_Bliss=2.89, Synergy_Loewe=-14.5, Synergy_HSA=4.40. (3) Drug 1: C1CCC(C1)C(CC#N)N2C=C(C=N2)C3=C4C=CNC4=NC=N3. Drug 2: CS(=O)(=O)CCNCC1=CC=C(O1)C2=CC3=C(C=C2)N=CN=C3NC4=CC(=C(C=C4)OCC5=CC(=CC=C5)F)Cl. Cell line: EKVX. Synergy scores: CSS=8.49, Synergy_ZIP=-4.27, Synergy_Bliss=-1.38, Synergy_Loewe=-3.10, Synergy_HSA=-0.187. (4) Synergy scores: CSS=48.6, Synergy_ZIP=4.16, Synergy_Bliss=6.12, Synergy_Loewe=-40.4, Synergy_HSA=0.670. Drug 1: CN1CCC(CC1)COC2=C(C=C3C(=C2)N=CN=C3NC4=C(C=C(C=C4)Br)F)OC. Drug 2: CCC1(CC2CC(C3=C(CCN(C2)C1)C4=CC=CC=C4N3)(C5=C(C=C6C(=C5)C78CCN9C7C(C=CC9)(C(C(C8N6C=O)(C(=O)OC)O)OC(=O)C)CC)OC)C(=O)OC)O.OS(=O)(=O)O. Cell line: RPMI-8226. (5) Drug 1: C1=NC(=NC(=O)N1C2C(C(C(O2)CO)O)O)N. Drug 2: C1CCC(C(C1)N)N.C(=O)(C(=O)[O-])[O-].[Pt+4]. Cell line: HOP-62. Synergy scores: CSS=30.5, Synergy_ZIP=-9.25, Synergy_Bliss=-5.44, Synergy_Loewe=-5.29, Synergy_HSA=-0.513. (6) Drug 1: C1=CC(=CC=C1C#N)C(C2=CC=C(C=C2)C#N)N3C=NC=N3. Drug 2: CC1=C(C=C(C=C1)C(=O)NC2=CC(=CC(=C2)C(F)(F)F)N3C=C(N=C3)C)NC4=NC=CC(=N4)C5=CN=CC=C5. Cell line: NCI-H522. Synergy scores: CSS=-5.66, Synergy_ZIP=3.72, Synergy_Bliss=1.25, Synergy_Loewe=-8.35, Synergy_HSA=-8.83.